This data is from Forward reaction prediction with 1.9M reactions from USPTO patents (1976-2016). The task is: Predict the product of the given reaction. (1) Given the reactants [Cl:1][C:2]1[NH:7][C:6](=[O:8])[NH:5][C:4](=[O:9])[CH:3]=1.[H-].[Na+].[Br-].[Li+].Br[CH2:15][C:16]1[C:17]([C:22]#[N:23])=[CH:18][CH:19]=[CH:20][CH:21]=1.[H-].[Li+].[Li+].[I-].[Na+].[I-], predict the reaction product. The product is: [Cl:1][C:2]1[N:7]([CH2:15][C:16]2[CH:21]=[CH:20][CH:19]=[CH:18][C:17]=2[C:22]#[N:23])[C:6](=[O:8])[NH:5][C:4](=[O:9])[CH:3]=1. (2) Given the reactants [Cl:1][C:2]1[CH:7]=[CH:6][C:5](I)=[CH:4][N:3]=1.[N+:9]([C:12]1[CH:18]=[CH:17][CH:16]=[CH:15][C:13]=1[NH2:14])([O-:11])=[O:10].C(=O)([O-])[O-].[Cs+].[Cs+].C(N(CC)CC)C.C1C=CC(P(C2C(C3C(P(C4C=CC=CC=4)C4C=CC=CC=4)=CC=C4C=3C=CC=C4)=C3C(C=CC=C3)=CC=2)C2C=CC=CC=2)=CC=1, predict the reaction product. The product is: [Cl:1][C:2]1[N:3]=[CH:4][C:5]([NH:14][C:13]2[CH:15]=[CH:16][CH:17]=[CH:18][C:12]=2[N+:9]([O-:11])=[O:10])=[CH:6][CH:7]=1. (3) Given the reactants [Li+].[OH-].C([O:10][C:11]([CH:13]1[CH2:17][CH2:16][CH2:15][N:14]1[S:18](=[O:41])(=[O:40])[NH:19][C:20]1[C:21]([NH:31][C:32]2[CH:37]=[CH:36][C:35]([Br:38])=[CH:34][C:33]=2[F:39])=[C:22]([F:30])[C:23](=[O:29])[N:24]2[C:28]=1[CH2:27][CH2:26][CH2:25]2)=[O:12])C1C=CC=CC=1, predict the reaction product. The product is: [Br:38][C:35]1[CH:36]=[CH:37][C:32]([NH:31][C:21]2[C:20]([NH:19][S:18]([N:14]3[CH2:15][CH2:16][CH2:17][CH:13]3[C:11]([OH:12])=[O:10])(=[O:41])=[O:40])=[C:28]3[N:24]([CH2:25][CH2:26][CH2:27]3)[C:23](=[O:29])[C:22]=2[F:30])=[C:33]([F:39])[CH:34]=1. (4) Given the reactants [CH:1]1([NH:4][C:5](=[O:8])[CH2:6][NH2:7])[CH2:3][CH2:2]1.S=[C:10]1[CH2:14][S:13][C:12](=[O:15])[NH:11]1, predict the reaction product. The product is: [CH:1]1([NH:4][C:5](=[O:8])[CH2:6][NH:7][C:10]2[CH2:14][S:13][C:12](=[O:15])[N:11]=2)[CH2:3][CH2:2]1. (5) Given the reactants [OH:1][C:2]1[CH:3]=[C:4]([CH:9]=[CH:10][C:11]=1[C:12]#[C:13][Si](C)(C)C)[C:5]([O:7][CH3:8])=[O:6].C(O)=[O:19], predict the reaction product. The product is: [C:12]([C:11]1[CH:10]=[CH:9][C:4]([C:5]([O:7][CH3:8])=[O:6])=[CH:3][C:2]=1[OH:1])(=[O:19])[CH3:13]. (6) Given the reactants [Br:1]N1C(=O)CCC1=O.[S:9]([N:19]1[C:27]2[CH2:26][CH2:25][CH2:24][C:23](=[O:28])[C:22]=2[CH:21]=[N:20]1)([C:12]1[CH:18]=[CH:17][C:15]([CH3:16])=[CH:14][CH:13]=1)(=[O:11])=[O:10].C([O-])(O)=O.[Na+], predict the reaction product. The product is: [Br:1][CH:24]1[CH2:25][CH2:26][C:27]2[N:19]([S:9]([C:12]3[CH:13]=[CH:14][C:15]([CH3:16])=[CH:17][CH:18]=3)(=[O:11])=[O:10])[N:20]=[CH:21][C:22]=2[C:23]1=[O:28].